This data is from NCI-60 drug combinations with 297,098 pairs across 59 cell lines. The task is: Regression. Given two drug SMILES strings and cell line genomic features, predict the synergy score measuring deviation from expected non-interaction effect. (1) Drug 1: CC1CCC2CC(C(=CC=CC=CC(CC(C(=O)C(C(C(=CC(C(=O)CC(OC(=O)C3CCCCN3C(=O)C(=O)C1(O2)O)C(C)CC4CCC(C(C4)OC)OCCO)C)C)O)OC)C)C)C)OC. Drug 2: CCCCC(=O)OCC(=O)C1(CC(C2=C(C1)C(=C3C(=C2O)C(=O)C4=C(C3=O)C=CC=C4OC)O)OC5CC(C(C(O5)C)O)NC(=O)C(F)(F)F)O. Cell line: ACHN. Synergy scores: CSS=61.1, Synergy_ZIP=0.205, Synergy_Bliss=2.95, Synergy_Loewe=-0.0654, Synergy_HSA=3.87. (2) Drug 1: C1=NC(=NC(=O)N1C2C(C(C(O2)CO)O)O)N. Drug 2: N.N.Cl[Pt+2]Cl. Cell line: A498. Synergy scores: CSS=51.0, Synergy_ZIP=-12.2, Synergy_Bliss=-4.24, Synergy_Loewe=-4.95, Synergy_HSA=0.527. (3) Drug 1: C1CCN(CC1)CCOC2=CC=C(C=C2)C(=O)C3=C(SC4=C3C=CC(=C4)O)C5=CC=C(C=C5)O. Drug 2: CC(CN1CC(=O)NC(=O)C1)N2CC(=O)NC(=O)C2. Cell line: A498. Synergy scores: CSS=17.7, Synergy_ZIP=-2.60, Synergy_Bliss=-6.11, Synergy_Loewe=-4.83, Synergy_HSA=-4.59.